From a dataset of Forward reaction prediction with 1.9M reactions from USPTO patents (1976-2016). Predict the product of the given reaction. (1) Given the reactants C[O:2][C:3](=[O:37])[C@@H:4]([NH:14][C:15]([C:17]1[S:18][C:19]([C:24](=[O:36])[NH:25][CH2:26][C:27]2[CH:35]=[CH:34][CH:33]=[C:32]3[C:28]=2[CH:29]=[N:30][NH:31]3)=[CH:20][C:21]=1[CH2:22][CH3:23])=[O:16])[CH2:5][NH:6][C:7]([C:9]1[S:10][CH:11]=[CH:12][CH:13]=1)=[O:8].O.[OH-].[Li+].Cl, predict the reaction product. The product is: [CH2:22]([C:21]1[CH:20]=[C:19]([C:24](=[O:36])[NH:25][CH2:26][C:27]2[CH:35]=[CH:34][CH:33]=[C:32]3[C:28]=2[CH:29]=[N:30][NH:31]3)[S:18][C:17]=1[C:15]([NH:14][C@@H:4]([CH2:5][NH:6][C:7]([C:9]1[S:10][CH:11]=[CH:12][CH:13]=1)=[O:8])[C:3]([OH:37])=[O:2])=[O:16])[CH3:23]. (2) Given the reactants [CH:1]1([C:7]2[S:25][C:10]3[N:11]=[C:12]([CH3:24])[N:13]=[C:14]([CH2:15][NH:16][CH:17]4[CH2:23][CH2:22][CH2:21][CH2:20][CH2:19][CH2:18]4)[C:9]=3[CH:8]=2)[CH2:6][CH2:5][CH2:4][CH2:3][CH2:2]1.[CH3:26]C#N.CI.CCN(C(C)C)C(C)C, predict the reaction product. The product is: [CH:1]1([C:7]2[S:25][C:10]3[N:11]=[C:12]([CH3:24])[N:13]=[C:14]([CH2:15][N:16]([CH3:26])[CH:17]4[CH2:18][CH2:19][CH2:20][CH2:21][CH2:22][CH2:23]4)[C:9]=3[CH:8]=2)[CH2:2][CH2:3][CH2:4][CH2:5][CH2:6]1. (3) Given the reactants [NH:1]1[C:7]2[CH:8]=[CH:9][CH:10]=[CH:11][C:6]=2[CH2:5][CH2:4][CH2:3][C:2]1=O.P12(SP3(SP(SP(S3)(S1)=S)(=S)S2)=S)=[S:14], predict the reaction product. The product is: [NH:1]1[C:7]2[CH:8]=[CH:9][CH:10]=[CH:11][C:6]=2[CH2:5][CH2:4][CH2:3][C:2]1=[S:14]. (4) Given the reactants O1CCC[CH2:2]1.[Br-].C1(C([PH3+])(C2C=CC=CC=2)C2C=CC=CC=2)C=CC=CC=1.C([Li])CCC.[CH:32]1([C:35]([C:37]2[CH:50]=[CH:49][C:40]([NH:41][C:42](=[O:48])[O:43][C:44]([CH3:47])([CH3:46])[CH3:45])=[C:39]([CH3:51])[CH:38]=2)=O)[CH2:34][CH2:33]1, predict the reaction product. The product is: [CH:32]1([C:35]([C:37]2[CH:50]=[CH:49][C:40]([NH:41][C:42](=[O:48])[O:43][C:44]([CH3:47])([CH3:46])[CH3:45])=[C:39]([CH3:51])[CH:38]=2)=[CH2:2])[CH2:34][CH2:33]1. (5) Given the reactants [C:1]([O:4][CH:5]1[O:27][C@H:26]([CH2:28]Br)[C@@H:16]([O:17][C:18](=[O:25])[C:19]2[CH:24]=[CH:23][CH:22]=[CH:21][CH:20]=2)[C@H:6]1[O:7][C:8](=[O:15])[C:9]1[CH:14]=[CH:13][CH:12]=[CH:11][CH:10]=1)(=[O:3])[CH3:2].[P:30]([O:37]CC)([O:34][CH2:35][CH3:36])[O:31][CH2:32][CH3:33], predict the reaction product. The product is: [C:1]([O:4][CH:5]1[O:27][C@H:26]([CH2:28][P:30]([O:34][CH2:35][CH3:36])([O:31][CH2:32][CH3:33])=[O:37])[C@@H:16]([O:17][C:18](=[O:25])[C:19]2[CH:24]=[CH:23][CH:22]=[CH:21][CH:20]=2)[C@H:6]1[O:7][C:8](=[O:15])[C:9]1[CH:14]=[CH:13][CH:12]=[CH:11][CH:10]=1)(=[O:3])[CH3:2]. (6) Given the reactants [F:1][C:2]1[CH:7]=[C:6]([I:8])[CH:5]=[CH:4][C:3]=1[NH:9][C:10]1[C:15]2[CH:16]=[N:17][S:18][C:14]=2[CH:13]=[CH:12][C:11]=1[C:19]([OH:21])=O.CCN(C(C)C)C(C)C.[CH:31]([O:33][CH2:34][CH2:35][O:36][NH2:37])=[CH2:32].C1C=CC2N(O)N=NC=2C=1.CCN=C=NCCCN(C)C, predict the reaction product. The product is: [CH:31]([O:33][CH2:34][CH2:35][O:36][NH:37][C:19]([C:11]1[CH:12]=[CH:13][C:14]2[S:18][N:17]=[CH:16][C:15]=2[C:10]=1[NH:9][C:3]1[CH:4]=[CH:5][C:6]([I:8])=[CH:7][C:2]=1[F:1])=[O:21])=[CH2:32]. (7) Given the reactants [NH:1]([C:11]([O:13][C:14]([CH3:17])([CH3:16])[CH3:15])=[O:12])[C@H:2]([C:8]([OH:10])=[O:9])[CH2:3][CH2:4][CH2:5][CH2:6][NH2:7].C1COCC1.Cl[C:24]([O:26][CH2:27][C:28]#[CH:29])=[O:25], predict the reaction product. The product is: [C:14]([O:13][C:11]([NH:1][C@@H:2]([CH2:3][CH2:4][CH2:5][CH2:6][NH:7][C:24]([O:26][CH2:27][C:28]#[CH:29])=[O:25])[C:8]([OH:10])=[O:9])=[O:12])([CH3:17])([CH3:16])[CH3:15]. (8) Given the reactants [Br:1][C:2]1[CH:14]=[CH:13][C:12]([C:15](=[O:17])[NH2:16])=[C:11]2[C:3]=1[C:4]1[CH:5]=[CH:6][C:7]([C:18]([O:20][CH2:21][CH3:22])=[O:19])=[CH:8][C:9]=1[NH:10]2.C1C(=O)N([Cl:30])C(=O)C1, predict the reaction product. The product is: [Br:1][C:2]1[C:14]([Cl:30])=[CH:13][C:12]([C:15](=[O:17])[NH2:16])=[C:11]2[C:3]=1[C:4]1[CH:5]=[CH:6][C:7]([C:18]([O:20][CH2:21][CH3:22])=[O:19])=[CH:8][C:9]=1[NH:10]2. (9) Given the reactants [C:1]1([CH:8]=[CH:7][C:5]([OH:6])=[CH:4][CH:3]=1)[OH:2].Br[CH2:10][CH2:11][O:12][Si:13]([C:16]([CH3:19])([CH3:18])[CH3:17])([CH3:15])[CH3:14].C(=O)([O-])[O-].[Cs+].[Cs+].Cl, predict the reaction product. The product is: [C:16]([Si:13]([CH3:15])([CH3:14])[O:12][CH2:11][CH2:10][O:2][C:1]1[CH:8]=[CH:7][C:5]([OH:6])=[CH:4][CH:3]=1)([CH3:19])([CH3:18])[CH3:17].